This data is from Catalyst prediction with 721,799 reactions and 888 catalyst types from USPTO. The task is: Predict which catalyst facilitates the given reaction. (1) Reactant: [CH2:1]([N:3]1[C:11]2[C:6](=[CH:7][C:8]([N+:12]([O-])=O)=[CH:9][CH:10]=2)[CH:5]=[C:4]1[C:15]1[CH:20]=[CH:19][CH:18]=[CH:17][C:16]=1[F:21])[CH3:2]. Product: [CH2:1]([N:3]1[C:11]2[C:6](=[CH:7][C:8]([NH2:12])=[CH:9][CH:10]=2)[CH:5]=[C:4]1[C:15]1[CH:20]=[CH:19][CH:18]=[CH:17][C:16]=1[F:21])[CH3:2]. The catalyst class is: 63. (2) Product: [CH2:19]([O:20][C:21](=[O:22])[CH2:23][O:9][C:8]1[CH:10]=[CH:11][C:5]([NH:1][C:2](=[O:3])[CH3:4])=[CH:6][CH:7]=1)[CH3:18]. Reactant: [NH:1]([C:5]1[CH:11]=[CH:10][C:8]([OH:9])=[CH:7][CH:6]=1)[C:2]([CH3:4])=[O:3].C([O-])([O-])=O.[K+].[K+].[CH3:18][CH2:19][O:20][C:21]([CH2:23]Br)=[O:22]. The catalyst class is: 21. (3) Reactant: Cl.C([O:5][C:6]1[C@@H:14]([CH3:15])[C@H:13]([C:16](=[O:30])[N:17]([C:24]2[CH:29]=[CH:28][CH:27]=[CH:26][CH:25]=2)[C:18]2[CH:23]=[CH:22][CH:21]=[CH:20][CH:19]=2)[C@H:12]2[C@H:8]([C:9](=[O:32])[O:10][C@@H:11]2[CH3:31])[CH:7]=1)(=O)C.C(OCC)(=O)C. Product: [CH3:31][C@@H:11]1[C@@H:12]2[C@@H:8]([CH2:7][C:6](=[O:5])[C@@H:14]([CH3:15])[C@@H:13]2[C:16]([N:17]([C:24]2[CH:25]=[CH:26][CH:27]=[CH:28][CH:29]=2)[C:18]2[CH:23]=[CH:22][CH:21]=[CH:20][CH:19]=2)=[O:30])[C:9](=[O:32])[O:10]1. The catalyst class is: 5. (4) Reactant: C([N:5]1[C:13]2[CH:12]=[CH:11][N:10]=[C:9]([O:14][CH3:15])[C:8]=2[C:7]([C:16]2[CH:21]=[CH:20][C:19]([N:22]3[CH2:27][CH2:26][O:25][CH2:24][CH2:23]3)=[CH:18][CH:17]=2)=[N:6]1)(C)(C)C.O. Product: [CH3:15][O:14][C:9]1[C:8]2[C:7]([C:16]3[CH:17]=[CH:18][C:19]([N:22]4[CH2:27][CH2:26][O:25][CH2:24][CH2:23]4)=[CH:20][CH:21]=3)=[N:6][NH:5][C:13]=2[CH:12]=[CH:11][N:10]=1. The catalyst class is: 55. (5) Product: [Cl:1][C:2]1[N:7]=[C:6]([CH:8]([F:17])[CH3:9])[CH:5]=[CH:4][N:3]=1. The catalyst class is: 4. Reactant: [Cl:1][C:2]1[N:7]=[C:6]([CH:8](O)[CH3:9])[CH:5]=[CH:4][N:3]=1.C(N(S(F)(F)[F:17])CC)C. (6) Reactant: [CH:1]1([N:5]2[CH2:10][CH2:9][CH:8]([O:11][CH:12]3[CH2:17][CH2:16][NH:15][CH2:14][CH2:13]3)[CH2:7][CH2:6]2)[CH2:4][CH2:3][CH2:2]1.Cl[C:19]1[N:24]=[CH:23][C:22]([C:25](=[O:27])[CH3:26])=[CH:21][CH:20]=1.C(=O)([O-])[O-].[K+].[K+]. Product: [CH:1]1([N:5]2[CH2:10][CH2:9][CH:8]([O:11][CH:12]3[CH2:17][CH2:16][N:15]([C:19]4[N:24]=[CH:23][C:22]([C:25](=[O:27])[CH3:26])=[CH:21][CH:20]=4)[CH2:14][CH2:13]3)[CH2:7][CH2:6]2)[CH2:4][CH2:3][CH2:2]1. The catalyst class is: 16.